Dataset: hERG potassium channel inhibition data for cardiac toxicity prediction from Karim et al.. Task: Regression/Classification. Given a drug SMILES string, predict its toxicity properties. Task type varies by dataset: regression for continuous values (e.g., LD50, hERG inhibition percentage) or binary classification for toxic/non-toxic outcomes (e.g., AMES mutagenicity, cardiotoxicity, hepatotoxicity). Dataset: herg_karim. (1) The compound is CCCCN(CC)CC#CCCc1ccc(C)cc1. The result is 1 (blocker). (2) The molecule is CCCCN(CCc1ccc(Cl)c(Cl)c1)C[C@H](O)COc1ccc(NS(C)(=O)=O)cc1. The result is 1 (blocker). (3) The molecule is O=C(NOCC1CC1)c1ccc(F)c(F)c1Nc1ccc(I)cc1Cl. The result is 0 (non-blocker). (4) The drug is Cc1nc(C(=O)NCCCN2CCN(c3cccc(Cl)c3Cl)CC2)cc(C(C)C)n1.Cl. The result is 1 (blocker). (5) The drug is N#Cc1ccc(Cn2cncc2CNC2CCN(C(=O)c3cccc(Cl)c3)C2)cc1. The result is 1 (blocker). (6) The molecule is CNC(=O)c1cc(Oc2ccc3nc(NC(=O)c4cc(C(F)(F)F)cc(C(F)(F)F)c4)sc3c2)ccn1. The result is 0 (non-blocker). (7) The compound is O=C(NC[C@H]1CCCC[C@H]1O)NC1CCN(Cc2ccn(-c3ccc(C(F)(F)F)cc3)c2)CC1. The result is 1 (blocker). (8) The drug is Cc1nnc(C(C)C)n1C1CCN(C(C)C[C@H](NC(=O)C2CCC(F)(F)CC2)c2ccccc2)CC1.Cl. The result is 1 (blocker).